The task is: Predict the reactants needed to synthesize the given product.. This data is from Full USPTO retrosynthesis dataset with 1.9M reactions from patents (1976-2016). (1) Given the product [CH2:17]([NH:19][C:20]([NH:14][C:12]1[NH:11][C:10]2[CH:15]=[CH:16][C:7]([C:1]3[CH:2]=[CH:3][CH:4]=[CH:5][CH:6]=3)=[CH:8][C:9]=2[N:13]=1)=[O:21])[CH3:18], predict the reactants needed to synthesize it. The reactants are: [C:1]1([C:7]2[CH:16]=[CH:15][C:10]3[NH:11][C:12]([NH2:14])=[N:13][C:9]=3[CH:8]=2)[CH:6]=[CH:5][CH:4]=[CH:3][CH:2]=1.[CH2:17]([N:19]=[C:20]=[O:21])[CH3:18]. (2) The reactants are: C([O:3][C:4]([C@H:6]1[CH2:10][CH2:9][C@@H:8]([C:11]2[CH:16]=[CH:15][C:14]([O:17][CH3:18])=[C:13]([CH3:19])[C:12]=2[CH3:20])[N:7]1[C:21](=[O:24])[CH2:22]Cl)=O)C.[NH3:25]. Given the product [CH3:18][O:17][C:14]1[CH:15]=[CH:16][C:11]([C@H:8]2[N:7]3[C:21](=[O:24])[CH2:22][NH:25][C:4](=[O:3])[C@@H:6]3[CH2:10][CH2:9]2)=[C:12]([CH3:20])[C:13]=1[CH3:19], predict the reactants needed to synthesize it. (3) Given the product [F:15][C:13]1[CH:12]=[CH:11][C:10]([C:16]2[CH:21]=[CH:20][N:19]=[CH:18][C:17]=2[N:22]([CH3:39])[C:23](=[O:38])[C:24]2[CH:25]=[C:26]([C:34]([F:37])([F:36])[F:35])[CH:27]=[C:28]([C:30]([F:31])([F:32])[F:33])[CH:29]=2)=[C:9]([OH:8])[CH:14]=1, predict the reactants needed to synthesize it. The reactants are: C([O:8][C:9]1[CH:14]=[C:13]([F:15])[CH:12]=[CH:11][C:10]=1[C:16]1[CH:21]=[CH:20][N:19]=[CH:18][C:17]=1[N:22]([CH3:39])[C:23](=[O:38])[C:24]1[CH:29]=[C:28]([C:30]([F:33])([F:32])[F:31])[CH:27]=[C:26]([C:34]([F:37])([F:36])[F:35])[CH:25]=1)C1C=CC=CC=1.[H][H].